Dataset: NCI-60 drug combinations with 297,098 pairs across 59 cell lines. Task: Regression. Given two drug SMILES strings and cell line genomic features, predict the synergy score measuring deviation from expected non-interaction effect. (1) Drug 1: C1=CC(=C2C(=C1NCCNCCO)C(=O)C3=C(C=CC(=C3C2=O)O)O)NCCNCCO. Drug 2: C#CCC(CC1=CN=C2C(=N1)C(=NC(=N2)N)N)C3=CC=C(C=C3)C(=O)NC(CCC(=O)O)C(=O)O. Cell line: HOP-62. Synergy scores: CSS=43.5, Synergy_ZIP=0.762, Synergy_Bliss=1.16, Synergy_Loewe=1.99, Synergy_HSA=2.09. (2) Drug 1: CC(C)(C#N)C1=CC(=CC(=C1)CN2C=NC=N2)C(C)(C)C#N. Drug 2: C1=NC2=C(N1)C(=S)N=CN2. Cell line: EKVX. Synergy scores: CSS=13.2, Synergy_ZIP=-2.28, Synergy_Bliss=-4.60, Synergy_Loewe=8.66, Synergy_HSA=-0.626. (3) Drug 1: CC12CCC3C(C1CCC2=O)CC(=C)C4=CC(=O)C=CC34C. Drug 2: CC1=C(C(=CC=C1)Cl)NC(=O)C2=CN=C(S2)NC3=CC(=NC(=N3)C)N4CCN(CC4)CCO. Cell line: BT-549. Synergy scores: CSS=56.0, Synergy_ZIP=-2.42, Synergy_Bliss=1.71, Synergy_Loewe=-14.5, Synergy_HSA=0.444. (4) Drug 1: COC1=NC(=NC2=C1N=CN2C3C(C(C(O3)CO)O)O)N. Drug 2: C(CN)CNCCSP(=O)(O)O. Cell line: NCI/ADR-RES. Synergy scores: CSS=-0.0915, Synergy_ZIP=-0.909, Synergy_Bliss=-3.63, Synergy_Loewe=0.430, Synergy_HSA=-1.62. (5) Drug 1: CC1=C(C=C(C=C1)NC(=O)C2=CC=C(C=C2)CN3CCN(CC3)C)NC4=NC=CC(=N4)C5=CN=CC=C5. Drug 2: CNC(=O)C1=NC=CC(=C1)OC2=CC=C(C=C2)NC(=O)NC3=CC(=C(C=C3)Cl)C(F)(F)F. Cell line: SK-MEL-5. Synergy scores: CSS=9.58, Synergy_ZIP=-3.80, Synergy_Bliss=-5.64, Synergy_Loewe=0.735, Synergy_HSA=-4.68. (6) Drug 1: CN(CCCl)CCCl.Cl. Drug 2: C1CCC(C(C1)N)N.C(=O)(C(=O)[O-])[O-].[Pt+4]. Cell line: SN12C. Synergy scores: CSS=40.7, Synergy_ZIP=-9.10, Synergy_Bliss=-2.21, Synergy_Loewe=1.05, Synergy_HSA=2.60. (7) Drug 1: C1=CC(=C2C(=C1NCCNCCO)C(=O)C3=C(C=CC(=C3C2=O)O)O)NCCNCCO. Drug 2: COC1=CC(=CC(=C1O)OC)C2C3C(COC3=O)C(C4=CC5=C(C=C24)OCO5)OC6C(C(C7C(O6)COC(O7)C8=CC=CS8)O)O. Cell line: SNB-75. Synergy scores: CSS=62.6, Synergy_ZIP=0.490, Synergy_Bliss=2.76, Synergy_Loewe=-4.90, Synergy_HSA=5.79.